Dataset: NCI-60 drug combinations with 297,098 pairs across 59 cell lines. Task: Regression. Given two drug SMILES strings and cell line genomic features, predict the synergy score measuring deviation from expected non-interaction effect. Drug 1: C1=C(C(=O)NC(=O)N1)F. Drug 2: CC(C)(C#N)C1=CC(=CC(=C1)CN2C=NC=N2)C(C)(C)C#N. Cell line: UACC62. Synergy scores: CSS=41.5, Synergy_ZIP=-2.84, Synergy_Bliss=-6.30, Synergy_Loewe=-5.93, Synergy_HSA=-5.86.